Dataset: Full USPTO retrosynthesis dataset with 1.9M reactions from patents (1976-2016). Task: Predict the reactants needed to synthesize the given product. (1) Given the product [Cl:20][C:16]1[CH:15]=[C:14]([C:3]2([CH2:2][NH2:1])[CH2:8][CH2:7][C:6]([C:21]3[CH:26]=[CH:25][CH:24]=[CH:23][CH:22]=3)=[CH:5][CH2:4]2)[CH:19]=[CH:18][CH:17]=1, predict the reactants needed to synthesize it. The reactants are: [NH2:1][CH2:2][C:3]1([C:14]2[CH:19]=[CH:18][CH:17]=[C:16]([Cl:20])[CH:15]=2)[CH2:8][CH2:7][C:6](OS(C)(=O)=O)=[CH:5][CH2:4]1.[C:21]1(B(O)O)[CH:26]=[CH:25][CH:24]=[CH:23][CH:22]=1.C([O-])([O-])=O.[Na+].[Na+].C(O)(C(F)(F)F)=O. (2) Given the product [O:21]1[C:22]2[CH:23]=[CH:24][C:25]([C:15]3[CH:16]=[CH:17][C:12]([O:11][CH2:10][C:6]4[CH:5]=[C:4]([CH:9]=[CH:8][CH:7]=4)[C:3]([OH:2])=[O:19])=[CH:13][CH:14]=3)=[CH:26][C:27]=2[O:28][CH2:20]1, predict the reactants needed to synthesize it. The reactants are: C[O:2][C:3](=[O:19])[C:4]1[CH:9]=[CH:8][CH:7]=[C:6]([CH2:10][O:11][C:12]2[CH:17]=[CH:16][C:15](I)=[CH:14][CH:13]=2)[CH:5]=1.[CH2:20]1[O:28][C:27]2[CH:26]=[CH:25][C:24](B(O)O)=[CH:23][C:22]=2[O:21]1. (3) Given the product [NH:13]1[C:21]2[C:16](=[CH:17][C:18]([C:22]3[C:27](=[O:28])[N:26]([CH2:29][C:30]4[CH:35]=[CH:34][C:33]([C:36]5[CH:41]=[CH:40][CH:39]=[CH:38][C:37]=5[C:42]5[NH:3][C:4](=[O:7])[O:5][N:43]=5)=[CH:32][CH:31]=4)[C:25]([CH2:44][CH2:45][CH3:46])=[N:24][C:23]=3[CH3:47])=[CH:19][CH:20]=2)[CH:15]=[CH:14]1, predict the reactants needed to synthesize it. The reactants are: [Cl-].O[NH3+:3].[C:4](=[O:7])([O-])[OH:5].[Na+].CS(C)=O.[NH:13]1[C:21]2[C:16](=[CH:17][C:18]([C:22]3[C:27](=[O:28])[N:26]([CH2:29][C:30]4[CH:35]=[CH:34][C:33]([C:36]5[C:37]([C:42]#[N:43])=[CH:38][CH:39]=[CH:40][CH:41]=5)=[CH:32][CH:31]=4)[C:25]([CH2:44][CH2:45][CH3:46])=[N:24][C:23]=3[CH3:47])=[CH:19][CH:20]=2)[CH:15]=[CH:14]1.